From a dataset of Peptide-MHC class I binding affinity with 185,985 pairs from IEDB/IMGT. Regression. Given a peptide amino acid sequence and an MHC pseudo amino acid sequence, predict their binding affinity value. This is MHC class I binding data. (1) The peptide sequence is FSDLCNFLI. The MHC is HLA-B46:01 with pseudo-sequence HLA-B46:01. The binding affinity (normalized) is 0.0847. (2) The peptide sequence is IASPILFPF. The MHC is HLA-B15:17 with pseudo-sequence HLA-B15:17. The binding affinity (normalized) is 0.945. (3) The peptide sequence is IQDEIVAAY. The MHC is HLA-B48:01 with pseudo-sequence HLA-B48:01. The binding affinity (normalized) is 0.0847. (4) The peptide sequence is QAKWRLQTL. The MHC is HLA-A68:02 with pseudo-sequence HLA-A68:02. The binding affinity (normalized) is 0.210. (5) The peptide sequence is MLQGKKASVY. The MHC is HLA-A02:03 with pseudo-sequence HLA-A02:03. The binding affinity (normalized) is 0.0856.